Dataset: NCI-60 drug combinations with 297,098 pairs across 59 cell lines. Task: Regression. Given two drug SMILES strings and cell line genomic features, predict the synergy score measuring deviation from expected non-interaction effect. (1) Drug 1: C1=CC(=CC=C1CCCC(=O)O)N(CCCl)CCCl. Drug 2: CN(C(=O)NC(C=O)C(C(C(CO)O)O)O)N=O. Cell line: T-47D. Synergy scores: CSS=25.2, Synergy_ZIP=-8.50, Synergy_Bliss=-7.41, Synergy_Loewe=-8.45, Synergy_HSA=-4.89. (2) Drug 1: COC1=C(C=C2C(=C1)N=CN=C2NC3=CC(=C(C=C3)F)Cl)OCCCN4CCOCC4. Drug 2: CS(=O)(=O)CCNCC1=CC=C(O1)C2=CC3=C(C=C2)N=CN=C3NC4=CC(=C(C=C4)OCC5=CC(=CC=C5)F)Cl. Cell line: SN12C. Synergy scores: CSS=20.4, Synergy_ZIP=-8.28, Synergy_Bliss=-3.19, Synergy_Loewe=-1.63, Synergy_HSA=-1.11. (3) Drug 1: CN1C2=C(C=C(C=C2)N(CCCl)CCCl)N=C1CCCC(=O)O.Cl. Drug 2: CCN(CC)CCCC(C)NC1=C2C=C(C=CC2=NC3=C1C=CC(=C3)Cl)OC. Cell line: CAKI-1. Synergy scores: CSS=4.13, Synergy_ZIP=1.32, Synergy_Bliss=9.60, Synergy_Loewe=-17.4, Synergy_HSA=-2.57. (4) Drug 1: CC1=C(C(=CC=C1)Cl)NC(=O)C2=CN=C(S2)NC3=CC(=NC(=N3)C)N4CCN(CC4)CCO. Drug 2: CCN(CC)CCNC(=O)C1=C(NC(=C1C)C=C2C3=C(C=CC(=C3)F)NC2=O)C. Cell line: RXF 393. Synergy scores: CSS=7.14, Synergy_ZIP=2.00, Synergy_Bliss=6.00, Synergy_Loewe=-5.61, Synergy_HSA=-2.04. (5) Drug 1: C1=NC2=C(N=C(N=C2N1C3C(C(C(O3)CO)O)O)F)N. Drug 2: CCCCC(=O)OCC(=O)C1(CC(C2=C(C1)C(=C3C(=C2O)C(=O)C4=C(C3=O)C=CC=C4OC)O)OC5CC(C(C(O5)C)O)NC(=O)C(F)(F)F)O. Cell line: RXF 393. Synergy scores: CSS=34.2, Synergy_ZIP=2.98, Synergy_Bliss=3.70, Synergy_Loewe=-22.4, Synergy_HSA=0.772.